Predict the reaction yield, written as a fraction of the theoretical maximum amount of product (1.0 means a 100% yield; for example, 0.34 means a 34% yield). From a dataset of Reaction yield outcomes from USPTO patents with 853,638 reactions. (1) The reactants are [CH3:1][C:2]1[CH:3]=[CH:4][C:5]([CH2:8]O)=[N:6][CH:7]=1.S(Cl)([Cl:12])=O. The catalyst is C(Cl)Cl. The product is [Cl:12][CH2:8][C:5]1[CH:4]=[CH:3][C:2]([CH3:1])=[CH:7][N:6]=1. The yield is 0.760. (2) The reactants are [C:1]1(B(O)O)[CH:6]=[CH:5][CH:4]=[CH:3][CH:2]=1.Br[C:11]1[CH:16]=[C:15]([O:17][CH3:18])[CH:14]=[C:13](Br)[C:12]=1[OH:20].Cl. The catalyst is COCCOC.O.CCOC(C)=O.CC([O-])=O.CC([O-])=O.[Pd+2]. The product is [CH3:18][O:17][C:15]1[CH:16]=[C:11]([C:1]2[CH:6]=[CH:5][CH:4]=[CH:3][CH:2]=2)[C:12]([OH:20])=[C:13]([C:1]2[CH:6]=[CH:5][CH:4]=[CH:3][CH:2]=2)[CH:14]=1. The yield is 0.330.